The task is: Predict the product of the given reaction.. This data is from Forward reaction prediction with 1.9M reactions from USPTO patents (1976-2016). Given the reactants C[O:2][CH:3](OC)/[C:4](/[CH3:17])=[CH:5]/[CH2:6][O:7][CH2:8][C:9]1[CH:14]=[CH:13][C:12]([O:15][CH3:16])=[CH:11][CH:10]=1.Cl.C(=O)([O-])O.[Na+], predict the reaction product. The product is: [CH3:16][O:15][C:12]1[CH:11]=[CH:10][C:9]([CH2:8][O:7][CH2:6]/[CH:5]=[C:4](\[CH3:17])/[CH:3]=[O:2])=[CH:14][CH:13]=1.